The task is: Predict which catalyst facilitates the given reaction.. This data is from Catalyst prediction with 721,799 reactions and 888 catalyst types from USPTO. Reactant: [Br:1][C:2]1[C:3](O[C:6](=[O:8])[CH:7]=1)=[O:4].[CH2:9]([NH:11][NH:12][CH2:13][CH3:14])[CH3:10]. Product: [Br:1][C:2]1[C:3](=[O:4])[N:11]([CH2:9][CH3:10])[N:12]([CH2:13][CH3:14])[C:6](=[O:8])[CH:7]=1. The catalyst class is: 52.